Dataset: Full USPTO retrosynthesis dataset with 1.9M reactions from patents (1976-2016). Task: Predict the reactants needed to synthesize the given product. (1) Given the product [Cl:1][C:2]1[N:7]=[CH:6][C:5]([S:8][C:9]2[N:13]([C:14]3[CH:19]=[C:18]([CH3:20])[CH:17]=[CH:16][C:15]=3[F:21])[N:12]=[C:11]([C:22]([NH:28][CH3:27])=[O:24])[CH:10]=2)=[CH:4][CH:3]=1, predict the reactants needed to synthesize it. The reactants are: [Cl:1][C:2]1[N:7]=[CH:6][C:5]([S:8][C:9]2[N:13]([C:14]3[CH:19]=[C:18]([CH3:20])[CH:17]=[CH:16][C:15]=3[F:21])[N:12]=[C:11]([C:22]([O:24]CC)=O)[CH:10]=2)=[CH:4][CH:3]=1.[CH3:27][NH2:28].CO. (2) Given the product [CH:6]([C@@H:19]1[O:24][CH2:23][C@@H:22]([O:25][S:2]([CH3:1])(=[O:4])=[O:3])[CH2:21][CH2:20]1)([C:13]1[CH:18]=[CH:17][CH:16]=[CH:15][CH:14]=1)[C:7]1[CH:8]=[CH:9][CH:10]=[CH:11][CH:12]=1, predict the reactants needed to synthesize it. The reactants are: [CH3:1][S:2](Cl)(=[O:4])=[O:3].[CH:6]([C@@H:19]1[O:24][CH2:23][C@@H:22]([OH:25])[CH2:21][CH2:20]1)([C:13]1[CH:18]=[CH:17][CH:16]=[CH:15][CH:14]=1)[C:7]1[CH:12]=[CH:11][CH:10]=[CH:9][CH:8]=1.C(N(CC)CC)C.